From a dataset of Peptide-MHC class II binding affinity with 134,281 pairs from IEDB. Regression. Given a peptide amino acid sequence and an MHC pseudo amino acid sequence, predict their binding affinity value. This is MHC class II binding data. (1) The peptide sequence is LDVVKLLYNEQFAVQ. The MHC is DRB1_0405 with pseudo-sequence DRB1_0405. The binding affinity (normalized) is 0.314. (2) The peptide sequence is GELQIVDKLDAAFKI. The MHC is DRB3_0101 with pseudo-sequence DRB3_0101. The binding affinity (normalized) is 0.754. (3) The peptide sequence is NALSVLDKIYTSPLC. The MHC is DRB5_0101 with pseudo-sequence DRB5_0101. The binding affinity (normalized) is 0.352. (4) The peptide sequence is LTKKGNVWEVKSSKP. The MHC is DRB1_0101 with pseudo-sequence DRB1_0101. The binding affinity (normalized) is 0.0737.